From a dataset of Reaction yield outcomes from USPTO patents with 853,638 reactions. Predict the reaction yield, written as a fraction of the theoretical maximum amount of product (1.0 means a 100% yield; for example, 0.34 means a 34% yield). (1) The reactants are [CH2:1]([N:8]1[CH2:13][CH2:12][CH:11]([C:14]([C:16]2[CH:21]=[CH:20][C:19]([C:22]([F:25])([F:24])[F:23])=[CH:18][C:17]=2[F:26])=O)[CH2:10][CH2:9]1)[C:2]1[CH:7]=[CH:6][CH:5]=[CH:4][CH:3]=1.Cl.[NH2:28][OH:29]. The catalyst is N1C=CC=CC=1. The product is [CH2:1]([N:8]1[CH2:13][CH2:12][CH:11]([C:14]([C:16]2[CH:21]=[CH:20][C:19]([C:22]([F:25])([F:24])[F:23])=[CH:18][C:17]=2[F:26])=[N:28][OH:29])[CH2:10][CH2:9]1)[C:2]1[CH:7]=[CH:6][CH:5]=[CH:4][CH:3]=1. The yield is 0.400. (2) The reactants are [OH:1][C@H:2]1[CH2:7][CH2:6][CH2:5][C@H:4]([NH:8][C:9]2[C:14]([C:15]#[N:16])=[CH:13][N:12]=[C:11](SC)[N:10]=2)[C:3]1([CH3:20])[CH3:19].Cl.[NH2:22][CH2:23][CH2:24][CH:25]1[C:33]2[C:28](=[CH:29][C:30]([F:34])=[CH:31][CH:32]=2)[NH:27][C:26]1=[O:35].CCN(C(C)C)C(C)C. The catalyst is CC(N(C)C)=O. The product is [F:34][C:30]1[CH:29]=[C:28]2[C:33]([CH:25]([CH2:24][CH2:23][NH:22][C:11]3[N:10]=[C:9]([NH:8][C@H:4]4[CH2:5][CH2:6][CH2:7][C@H:2]([OH:1])[C:3]4([CH3:20])[CH3:19])[C:14]([C:15]#[N:16])=[CH:13][N:12]=3)[C:26](=[O:35])[NH:27]2)=[CH:32][CH:31]=1. The yield is 0.190. (3) The reactants are [Cl:1][C:2]1[CH:3]=[C:4]([S:9][C:10]2[CH:18]=[CH:17][C:13]([C:14](O)=[O:15])=[CH:12][CH:11]=2)[CH:5]=[CH:6][C:7]=1[Cl:8].[CH3:19][S:20]([NH2:23])(=[O:22])=[O:21]. The catalyst is ClCCl.CN(C)C1C=CN=CC=1. The product is [Cl:1][C:2]1[CH:3]=[C:4]([S:9][C:10]2[CH:18]=[CH:17][C:13]([C:14]([NH:23][S:20]([CH3:19])(=[O:22])=[O:21])=[O:15])=[CH:12][CH:11]=2)[CH:5]=[CH:6][C:7]=1[Cl:8]. The yield is 0.120. (4) The reactants are F[C:2]1[CH:9]=[CH:8][CH:7]=[CH:6][C:3]=1[C:4]#[N:5].[C:10]1([OH:16])[CH:15]=[CH:14][CH:13]=[CH:12][CH:11]=1.C([O-])([O-])=O.[K+].[K+]. The catalyst is CN(C=O)C.O. The product is [O:16]([C:2]1[CH:9]=[CH:8][CH:7]=[CH:6][C:3]=1[C:4]#[N:5])[C:10]1[CH:15]=[CH:14][CH:13]=[CH:12][CH:11]=1. The yield is 0.930. (5) The reactants are C([O:8][CH:9]1[CH2:12][CH:11]([N:13]2[C:17]3[CH:18]=[C:19]([F:22])[CH:20]=[CH:21][C:16]=3[N:15]=[C:14]2[C@@H:23]([NH:25][C:26]2[N:34]=[CH:33][N:32]=[C:31]3[C:27]=2[N:28]=[CH:29][NH:30]3)[CH3:24])[CH2:10]1)C1C=CC=CC=1.B(Br)(Br)Br. The catalyst is C(Cl)Cl. The product is [F:22][C:19]1[CH:20]=[CH:21][C:16]2[N:15]=[C:14]([C@@H:23]([NH:25][C:26]3[N:34]=[CH:33][N:32]=[C:31]4[C:27]=3[N:28]=[CH:29][NH:30]4)[CH3:24])[N:13]([CH:11]3[CH2:12][CH:9]([OH:8])[CH2:10]3)[C:17]=2[CH:18]=1. The yield is 0.500. (6) The reactants are [F:1][C:2]1[CH:7]=[CH:6][C:5]([S:8](Cl)(=[O:10])=[O:9])=[CH:4][CH:3]=1.[F:12][C:13]1[CH:18]=[C:17]([F:19])[C:16]([N+:20]([O-:22])=[O:21])=[CH:15][C:14]=1[NH2:23]. The catalyst is N1C=CC=CC=1.CCOC(C)=O. The product is [F:12][C:13]1[CH:18]=[C:17]([F:19])[C:16]([N+:20]([O-:22])=[O:21])=[CH:15][C:14]=1[NH:23][S:8]([C:5]1[CH:6]=[CH:7][C:2]([F:1])=[CH:3][CH:4]=1)(=[O:10])=[O:9]. The yield is 0.520.